Dataset: Full USPTO retrosynthesis dataset with 1.9M reactions from patents (1976-2016). Task: Predict the reactants needed to synthesize the given product. (1) Given the product [F:10][C:11]1[CH:12]=[C:13]([NH2:14])[CH:15]=[CH:16][C:17]=1[O:18][C:19]1[CH:24]=[CH:23][N:22]=[C:21]2[CH:25]=[C:26]([C:3]#[C:2][CH2:1][N:4]3[CH2:9][CH2:8][CH2:7][CH2:6][CH2:5]3)[S:27][C:20]=12, predict the reactants needed to synthesize it. The reactants are: [CH2:1]([N:4]1[CH2:9][CH2:8][CH2:7][CH2:6][CH2:5]1)[C:2]#[CH:3].[F:10][C:11]1[CH:12]=[C:13]([CH:15]=[CH:16][C:17]=1[O:18][C:19]1[CH:24]=[CH:23][N:22]=[C:21]2[CH:25]=[C:26](I)[S:27][C:20]=12)[NH2:14]. (2) Given the product [C:15]12([NH:25][C:12]([C:8]3[CH:7]=[C:6]4[C:11](=[CH:10][CH:9]=3)[N:2]=[CH:3][CH:4]=[CH:5]4)=[O:13])[CH2:22][CH:21]3[CH2:20][CH:19]([CH2:18][CH:17]([CH2:23]3)[CH2:16]1)[CH2:24]2, predict the reactants needed to synthesize it. The reactants are: Cl.[N:2]1[C:11]2[C:6](=[CH:7][C:8]([C:12](Cl)=[O:13])=[CH:9][CH:10]=2)[CH:5]=[CH:4][CH:3]=1.[C:15]12([NH2:25])[CH2:24][CH:19]3[CH2:20][CH:21]([CH2:23][CH:17]([CH2:18]3)[CH2:16]1)[CH2:22]2.N1C=CC=CC=1. (3) Given the product [CH:1]1([C:4]2[N:5]([CH2:29][C:30]3[CH:35]=[CH:34][C:33]([C:36]([F:38])([F:39])[F:37])=[CH:32][CH:31]=3)[C:6]([C:15]([NH:17][CH2:18][C:19]3[CH:20]=[CH:21][C:22]([C:23]([OH:25])=[O:24])=[CH:27][CH:28]=3)=[O:16])=[C:7]([C:9]#[C:10][C:11]([OH:14])([CH3:12])[CH3:13])[N:8]=2)[CH2:3][CH2:2]1, predict the reactants needed to synthesize it. The reactants are: [CH:1]1([C:4]2[N:5]([CH2:29][C:30]3[CH:35]=[CH:34][C:33]([C:36]([F:39])([F:38])[F:37])=[CH:32][CH:31]=3)[C:6]([C:15]([NH:17][CH2:18][C:19]3[CH:28]=[CH:27][C:22]([C:23]([O:25]C)=[O:24])=[CH:21][CH:20]=3)=[O:16])=[C:7]([C:9]#[C:10][C:11]([OH:14])([CH3:13])[CH3:12])[N:8]=2)[CH2:3][CH2:2]1.C1COCC1.[OH-].[Na+].Cl.